From a dataset of Catalyst prediction with 721,799 reactions and 888 catalyst types from USPTO. Predict which catalyst facilitates the given reaction. (1) Reactant: Br[C:2]1[C:3]([F:21])=[C:4]([F:20])[C:5]([NH:12][C:13]2[CH:18]=[CH:17][CH:16]=[CH:15][C:14]=2[F:19])=[C:6]([CH:11]=1)[C:7]([O:9][CH3:10])=[O:8].P.[CH3:23][O:24][C:25]1[CH:30]=[CH:29][C:28]([CH2:31][SH:32])=[CH:27][CH:26]=1. Product: [F:20][C:4]1[C:5]([NH:12][C:13]2[CH:18]=[CH:17][CH:16]=[CH:15][C:14]=2[F:19])=[C:6]([CH:11]=[C:2]([S:32][CH2:31][C:28]2[CH:29]=[CH:30][C:25]([O:24][CH3:23])=[CH:26][CH:27]=2)[C:3]=1[F:21])[C:7]([O:9][CH3:10])=[O:8]. The catalyst class is: 45. (2) Reactant: [Br:1][C:2]1[C:3]([NH:9][CH2:10][CH:11]2[CH2:13][CH2:12]2)=[N:4][C:5](Cl)=[N:6][CH:7]=1.[NH2:14][C:15]1[CH:16]=[CH:17][C:18]([S:21]([NH2:24])(=[O:23])=[O:22])=[N:19][CH:20]=1.Cl.O. Product: [Br:1][C:2]1[C:3]([NH:9][CH2:10][CH:11]2[CH2:13][CH2:12]2)=[N:4][C:5]([NH:14][C:15]2[CH:16]=[CH:17][C:18]([S:21]([NH2:24])(=[O:23])=[O:22])=[N:19][CH:20]=2)=[N:6][CH:7]=1. The catalyst class is: 880.